This data is from Hepatocyte clearance measurements from AstraZeneca. The task is: Regression/Classification. Given a drug SMILES string, predict its absorption, distribution, metabolism, or excretion properties. Task type varies by dataset: regression for continuous measurements (e.g., permeability, clearance, half-life) or binary classification for categorical outcomes (e.g., BBB penetration, CYP inhibition). For this dataset (clearance_hepatocyte_az), we predict log10(clearance) (log10 of the in vitro intrinsic clearance, CLint, in uL/min per 10^6 hepatocytes; values are censored to the assay range of 3 to 150, which is 0.477 to 2.18 on this log10 scale). (1) The compound is Cc1c(Sc2ccc(Cl)cc2)c2c(NS(C)(=O)=O)cccc2n1CC(=O)O. The log10(clearance) is 0.680. (2) The log10(clearance) is 2.15. The compound is CN(CCNCCc1ccc(O)c2nc(O)sc12)C(=O)CCOCCc1ccccc1.